Task: Regression. Given two drug SMILES strings and cell line genomic features, predict the synergy score measuring deviation from expected non-interaction effect.. Dataset: NCI-60 drug combinations with 297,098 pairs across 59 cell lines Drug 1: CC1C(C(CC(O1)OC2CC(CC3=C2C(=C4C(=C3O)C(=O)C5=C(C4=O)C(=CC=C5)OC)O)(C(=O)CO)O)N)O.Cl. Drug 2: C1=CC=C(C(=C1)C(C2=CC=C(C=C2)Cl)C(Cl)Cl)Cl. Cell line: U251. Synergy scores: CSS=33.0, Synergy_ZIP=9.45, Synergy_Bliss=12.1, Synergy_Loewe=-33.5, Synergy_HSA=-0.998.